Dataset: Forward reaction prediction with 1.9M reactions from USPTO patents (1976-2016). Task: Predict the product of the given reaction. (1) Given the reactants Br[C:2]1[CH:3]=[CH:4][C:5]2[C:11]3[S:12][C:13]([C:15]([N:17]([C:19]4[CH:24]=[C:23]([C:25]([N:27]5[CH2:30][CH:29]([OH:31])[CH2:28]5)=[O:26])[CH:22]=[CH:21][C:20]=4[Cl:32])[CH3:18])=[O:16])=[CH:14][C:10]=3[CH2:9][CH2:8][O:7][C:6]=2[CH:33]=1.CC1(C)C2[C:56](=C(P(C3C=CC=CC=3)C3C=CC=CC=3)C=CC=2)[O:55]C2C(P(C3C=CC=CC=3)C3C=CC=CC=3)=CC=CC1=2.[CH3:76][NH2:77].Cl.C([O-])([O-])=O.[Na+].[Na+], predict the reaction product. The product is: [Cl:32][C:20]1[CH:21]=[CH:22][C:23]([C:25]([N:27]2[CH2:30][CH:29]([OH:31])[CH2:28]2)=[O:26])=[CH:24][C:19]=1[N:17]([CH3:18])[C:15]([C:13]1[S:12][C:11]2[C:5]3[CH:4]=[CH:3][C:2]([C:56]([NH:77][CH3:76])=[O:55])=[CH:33][C:6]=3[O:7][CH2:8][CH2:9][C:10]=2[CH:14]=1)=[O:16]. (2) Given the reactants [Cl:1][C:2]1[CH:7]=[CH:6][C:5]([CH:8]([C:16]2[C:24]3[C:19](=[C:20]([CH2:25][S:26][CH3:27])[CH:21]=[CH:22][CH:23]=3)[NH:18][CH:17]=2)[CH:9]([CH3:15])[C:10](OCC)=[O:11])=[CH:4][CH:3]=1.BrC1SC(C(C2C3C(=C(CSC)C=CC=3)NC=2)CCO)=CN=1, predict the reaction product. The product is: [Cl:1][C:2]1[CH:3]=[CH:4][C:5]([CH:8]([C:16]2[C:24]3[C:19](=[C:20]([CH2:25][S:26][CH3:27])[CH:21]=[CH:22][CH:23]=3)[NH:18][CH:17]=2)[CH:9]([CH3:15])[CH2:10][OH:11])=[CH:6][CH:7]=1. (3) Given the reactants [Br:1][C:2]1[CH:3]=[CH:4][C:5]([F:39])=[C:6]([C@:8]2([CH3:38])[C@H:14]3[C@:12]([C:17]([O:19][CH3:20])=[O:18])([C:13]3([F:16])[F:15])[S:11][C:10]([N:21](C(OC(C)(C)C)=O)[CH2:22][C:23]3[CH:28]=[CH:27][C:26]([O:29][CH3:30])=[CH:25][CH:24]=3)=[N:9]2)[CH:7]=1.BrC1C=CC(F)=C([C@]2(C)C=C(C(OC)=O)SC(N(C(OC(C)(C)C)=O)CC3C=CC(OC)=CC=3)=N2)C=1.C(O)(C(F)(F)F)=O, predict the reaction product. The product is: [Br:1][C:2]1[CH:3]=[CH:4][C:5]([F:39])=[C:6]([C@:8]2([CH3:38])[C@H:14]3[C@:12]([C:17]([O:19][CH3:20])=[O:18])([C:13]3([F:16])[F:15])[S:11][C:10]([NH:21][CH2:22][C:23]3[CH:28]=[CH:27][C:26]([O:29][CH3:30])=[CH:25][CH:24]=3)=[N:9]2)[CH:7]=1. (4) Given the reactants C([O-])([O-])=O.[K+].[K+].[CH3:7][CH:8]([S:10]([NH:13][C@H:14]1[CH2:19][CH2:18][C@H:17]([CH2:20][NH:21][C:22](=[S:32])[NH:23]C(=O)C2C=CC=CC=2)[CH2:16][CH2:15]1)(=[O:12])=[O:11])[CH3:9].CO.O, predict the reaction product. The product is: [NH2:23][C:22]([NH:21][CH2:20][C@H:17]1[CH2:16][CH2:15][C@H:14]([NH:13][S:10]([CH:8]([CH3:9])[CH3:7])(=[O:11])=[O:12])[CH2:19][CH2:18]1)=[S:32]. (5) Given the reactants [Cl:1][C:2]1[CH:7]=[CH:6][C:5]([N:8]([CH3:37])[C:9]2[N:10]=[C:11]([C:27]3[C:28]([CH3:36])=[N:29][N:30]4[CH:35]=[CH:34][CH:33]=[CH:32][C:31]=34)[S:12][C:13]=2[C:14]2[N:18]=[CH:17][N:16](COCC[Si](C)(C)C)[N:15]=2)=[CH:4][CH:3]=1.Cl.O1CCOCC1.O, predict the reaction product. The product is: [Cl:1][C:2]1[CH:3]=[CH:4][C:5]([N:8]([CH3:37])[C:9]2[N:10]=[C:11]([C:27]3[C:28]([CH3:36])=[N:29][N:30]4[CH:35]=[CH:34][CH:33]=[CH:32][C:31]=34)[S:12][C:13]=2[C:14]2[NH:18][CH:17]=[N:16][N:15]=2)=[CH:6][CH:7]=1. (6) Given the reactants C([Sn](CCCC)(CCCC)[C:6]1[CH:11]=[CH:10][CH:9]=[CH:8][N:7]=1)CCC.Cl[C:21]1[C:26]([N+:27]([O-:29])=[O:28])=[C:25]([NH2:30])[CH:24]=[CH:23][N:22]=1, predict the reaction product. The product is: [N+:27]([C:26]1[C:21]([C:6]2[CH:11]=[CH:10][CH:9]=[CH:8][N:7]=2)=[N:22][CH:23]=[CH:24][C:25]=1[NH2:30])([O-:29])=[O:28]. (7) Given the reactants [O:1]1[CH2:6][CH2:5][CH:4]([N:7]2[CH2:11][CH2:10][CH2:9][C@H:8]2[C:12]([OH:14])=O)[CH2:3][CH2:2]1.C(N(C(C)C)CC)(C)C.CN(C(ON1N=NC2C=CC=NC1=2)=[N+](C)C)C.F[P-](F)(F)(F)(F)F.[CH3:48][C:49]([C:59]1[CH:63]=[C:62]([NH2:64])[O:61][N:60]=1)([CH3:58])[CH2:50][O:51][CH:52]1[CH2:57][CH2:56][CH2:55][CH2:54][O:53]1.[H-].[Na+], predict the reaction product. The product is: [CH3:58][C:49]([C:59]1[CH:63]=[C:62]([NH:64][C:12]([C@@H:8]2[CH2:9][CH2:10][CH2:11][N:7]2[CH:4]2[CH2:3][CH2:2][O:1][CH2:6][CH2:5]2)=[O:14])[O:61][N:60]=1)([CH3:48])[CH2:50][O:51][CH:52]1[CH2:57][CH2:56][CH2:55][CH2:54][O:53]1.